Predict the reactants needed to synthesize the given product. From a dataset of Full USPTO retrosynthesis dataset with 1.9M reactions from patents (1976-2016). Given the product [NH:19]1[CH:18]=[C:17]([C:10]2[CH:11]=[C:12]([C:13]([F:15])([F:16])[F:14])[C:7]3[N:8]([CH:29]=[C:5]([C:3]([OH:4])=[O:2])[N:6]=3)[CH:9]=2)[CH:21]=[N:20]1, predict the reactants needed to synthesize it. The reactants are: C[O:2][C:3]([C:5]1[N:6]=[C:7]2[C:12]([C:13]([F:16])([F:15])[F:14])=[CH:11][C:10]([C:17]3[CH:18]=[N:19][N:20](C(OC(C)(C)C)=O)[CH:21]=3)=[CH:9][N:8]2[CH:29]=1)=[O:4].[OH-].[Na+].C(O)(=O)CC(CC(O)=O)(C(O)=O)O.